From a dataset of Forward reaction prediction with 1.9M reactions from USPTO patents (1976-2016). Predict the product of the given reaction. (1) Given the reactants [F:1][C:2]([F:24])([F:23])[O:3][C:4]1[CH:9]=[CH:8][C:7]([NH:10][C:11]2[C:12]3[CH:19]=[C:18]([C:20]([OH:22])=O)[S:17][C:13]=3[N:14]=[CH:15][N:16]=2)=[CH:6][CH:5]=1.CCN(C(C)C)C(C)C.CN(C([O:41]N1N=NC2C=CC=NC1=2)=[N+](C)C)C.F[P-](F)(F)(F)(F)F.[NH2:58][CH2:59][CH2:60][OH:61].CN([CH:65]=[O:66])C, predict the reaction product. The product is: [OH:61][CH2:60][CH2:59][NH:58][C:20]([C:18]1[S:17][C:13]2[N:14]=[CH:15][N:16]=[C:11]([NH:10][C:7]3[CH:6]=[CH:5][C:4]([O:3][C:2]([F:24])([F:23])[F:1])=[CH:9][CH:8]=3)[C:12]=2[CH:19]=1)=[O:22].[C:65]([OH:66])([C:2]([F:24])([F:23])[F:1])=[O:41]. (2) Given the reactants Cl[C:2]1[N:7]=[CH:6][N:5]=[C:4]2[N:8]([C:11]3[CH:16]=[CH:15][C:14]([O:17][CH3:18])=[CH:13][CH:12]=3)[N:9]=[CH:10][C:3]=12.[NH2:19][C:20]1[CH:21]=[C:22]([CH:38]=[CH:39][C:40]=1[CH3:41])[C:23]([NH:25][C:26]1[CH:31]=[CH:30][C:29]([O:32][CH3:33])=[C:28]([C:34]([F:37])([F:36])[F:35])[CH:27]=1)=[O:24], predict the reaction product. The product is: [CH3:18][O:17][C:14]1[CH:15]=[CH:16][C:11]([N:8]2[C:4]3=[N:5][CH:6]=[N:7][C:2]([NH:19][C:20]4[CH:21]=[C:22]([CH:38]=[CH:39][C:40]=4[CH3:41])[C:23]([NH:25][C:26]4[CH:31]=[CH:30][C:29]([O:32][CH3:33])=[C:28]([C:34]([F:35])([F:36])[F:37])[CH:27]=4)=[O:24])=[C:3]3[CH:10]=[N:9]2)=[CH:12][CH:13]=1. (3) Given the reactants [C:1]([O:5][C:6]([N:8]1[CH2:12][C@H:11]([O:13][C:14]([N:16]2[CH2:24][C:23]3[C:18](=[CH:19][CH:20]=[CH:21][C:22]=3[Cl:25])[CH2:17]2)=[O:15])[CH2:10][C@H:9]1[C:26](O)=[O:27])=[O:7])([CH3:4])([CH3:3])[CH3:2].Cl.Cl.[NH2:31][C@:32]1([C:37]([NH:39][S:40]([CH:43]2[CH2:45][CH2:44]2)(=[O:42])=[O:41])=[O:38])[CH2:34][C@H:33]1[CH2:35][CH3:36].CN(C(ON1N=NC2C=CC=NC1=2)=[N+](C)C)C.F[P-](F)(F)(F)(F)F.CCN(C(C)C)C(C)C.OS([O-])(=O)=O.[K+], predict the reaction product. The product is: [Cl:25][C:22]1[CH:21]=[CH:20][CH:19]=[C:18]2[C:23]=1[CH2:24][N:16]([C:14]([O:13][C@@H:11]1[CH2:10][C@@H:9]([C:26](=[O:27])[NH:31][C@:32]3([C:37](=[O:38])[NH:39][S:40]([CH:43]4[CH2:45][CH2:44]4)(=[O:42])=[O:41])[CH2:34][C@H:33]3[CH2:35][CH3:36])[N:8]([C:6]([O:5][C:1]([CH3:4])([CH3:3])[CH3:2])=[O:7])[CH2:12]1)=[O:15])[CH2:17]2. (4) Given the reactants [C:1]([C@H:3]1[CH2:7][N:6]([CH2:8][C:9]2[CH:14]=[CH:13][CH:12]=[CH:11][CH:10]=2)[CH2:5][C@H:4]1[C:15]([OH:17])=O)#[N:2].C[N:19]1CCOCC1.ClC(OCC(C)C)=O, predict the reaction product. The product is: [C:1]([C@@H:3]1[CH2:7][N:6]([CH2:8][C:9]2[CH:14]=[CH:13][CH:12]=[CH:11][CH:10]=2)[CH2:5][C@@H:4]1[C:15]([NH2:19])=[O:17])#[N:2]. (5) Given the reactants [CH3:1][O-:2].[Na+].[CH:4]1([C:7]2[CH:14]=[CH:13][C:10]([CH:11]=[O:12])=[C:9](F)[C:8]=2[F:16])[CH2:6][CH2:5]1.O, predict the reaction product. The product is: [CH:4]1([C:7]2[CH:14]=[CH:13][C:10]([CH:11]=[O:12])=[C:9]([O:2][CH3:1])[C:8]=2[F:16])[CH2:6][CH2:5]1. (6) Given the reactants [CH3:1][C:2]1([CH3:15])[C:10]2[C:5](=[C:6]([N+:11]([O-:13])=[O:12])[CH:7]=[CH:8][CH:9]=2)[C:4](=[O:14])[NH:3]1.[H-].[Na+].[CH3:18]O.IC, predict the reaction product. The product is: [CH3:18][N:3]1[C:2]([CH3:15])([CH3:1])[C:10]2[C:5](=[C:6]([N+:11]([O-:13])=[O:12])[CH:7]=[CH:8][CH:9]=2)[C:4]1=[O:14]. (7) Given the reactants [C:1]([O:5][C:6](=[O:29])[NH:7][CH2:8][CH2:9][CH2:10][O:11][C:12]1[C:21]2[C:16](=[CH:17][CH:18]=[CH:19][CH:20]=2)[C:15]([CH:22]=[CH:23][CH2:24][CH2:25][N:26]=[N+]=[N-])=[CH:14][CH:13]=1)([CH3:4])([CH3:3])[CH3:2], predict the reaction product. The product is: [C:1]([O:5][C:6](=[O:29])[NH:7][CH2:8][CH2:9][CH2:10][O:11][C:12]1[C:21]2[C:16](=[CH:17][CH:18]=[CH:19][CH:20]=2)[C:15]([CH2:22][CH2:23][CH2:24][CH2:25][NH2:26])=[CH:14][CH:13]=1)([CH3:2])([CH3:4])[CH3:3]. (8) Given the reactants [F:1][C:2]([F:18])([F:17])[C:3]1[CH:4]=[C:5]([N:9]2[CH:14]=[CH:13][C:12](=[O:15])[NH:11][C:10]2=[O:16])[CH:6]=[CH:7][CH:8]=1.[Si:19]([O:36][CH2:37][C@H:38](O)[CH3:39])([C:32]([CH3:35])([CH3:34])[CH3:33])([C:26]1[CH:31]=[CH:30][CH:29]=[CH:28][CH:27]=1)[C:20]1[CH:25]=[CH:24][CH:23]=[CH:22][CH:21]=1.C1(P(C2C=CC=CC=2)C2C=CC=CC=2)C=CC=CC=1.N(C(OCC)=O)=NC(OCC)=O, predict the reaction product. The product is: [Si:19]([O:36][CH2:37][C@H:38]([N:11]1[C:12](=[O:15])[CH:13]=[CH:14][N:9]([C:5]2[CH:6]=[CH:7][CH:8]=[C:3]([C:2]([F:1])([F:17])[F:18])[CH:4]=2)[C:10]1=[O:16])[CH3:39])([C:32]([CH3:33])([CH3:34])[CH3:35])([C:26]1[CH:27]=[CH:28][CH:29]=[CH:30][CH:31]=1)[C:20]1[CH:25]=[CH:24][CH:23]=[CH:22][CH:21]=1.